From a dataset of Reaction yield outcomes from USPTO patents with 853,638 reactions. Predict the reaction yield, written as a fraction of the theoretical maximum amount of product (1.0 means a 100% yield; for example, 0.34 means a 34% yield). (1) The reactants are [CH2:1]([O:3][C:4](=[O:21])[CH:5]([CH2:9][CH2:10][C:11]1[CH:16]=[CH:15][CH:14]=[C:13]([C:17]([F:20])([F:19])[F:18])[CH:12]=1)[CH2:6][CH:7]=[CH2:8])[CH3:2].[O:22]=[O+:23][O-:24].C1C=CC(P(C2C=CC=CC=2)C2C=CC=CC=2)=CC=1. The catalyst is C(Cl)Cl. The product is [O:22]1[CH2:8][CH:7]([CH2:6][CH:5]([CH2:9][CH2:10][C:11]2[CH:16]=[CH:15][CH:14]=[C:13]([C:17]([F:19])([F:20])[F:18])[CH:12]=2)[C:4]([O:3][CH2:1][CH3:2])=[O:21])[O:24][O:23]1. The yield is 0.250. (2) The reactants are O=P(Cl)(Cl)[Cl:3].[Cl:6][C:7]1[CH:12]=[C:11]([Cl:13])[CH:10]=[CH:9][C:8]=1[C:14]1[CH:19]=[CH:18][NH:17][C:16](=O)[C:15]=1[N+:21]([O-:23])=[O:22]. The catalyst is CN(C=O)C. The product is [Cl:3][C:16]1[C:15]([N+:21]([O-:23])=[O:22])=[C:14]([C:8]2[CH:9]=[CH:10][C:11]([Cl:13])=[CH:12][C:7]=2[Cl:6])[CH:19]=[CH:18][N:17]=1. The yield is 0.190. (3) The reactants are [I:1][C:2]1[CH:3]=[C:4]2[C:8](=[CH:9][CH:10]=1)[NH:7][C:6](=[O:11])[C:5]2=O.[C:13]([OH:19])([C:15](F)(F)F)=[O:14].COC(=O)CC[CH2:25][CH2:26][C:27]([NH:29][C:30]1[CH:46]=[CH:45][C:33]([C:34]([NH:36][NH:37]C(OC(C)(C)C)=O)=[O:35])=[CH:32][CH:31]=1)=[O:28].[C:48](O)(=O)C. No catalyst specified. The product is [I:1][C:2]1[CH:3]=[C:4]2[C:8](=[CH:9][CH:10]=1)[NH:7][C:6](=[O:11])[C:5]2=[N:37][NH:36][C:34]([C:33]1[CH:45]=[CH:46][C:30]([NH:29][C:27](=[O:28])[CH2:26][CH2:25][CH2:15][C:13]([O:19][CH3:48])=[O:14])=[CH:31][CH:32]=1)=[O:35]. The yield is 0.930. (4) The reactants are [H-].[Na+].[CH3:3][C:4]1([CH2:9][CH2:10][CH:11]=[C:12]([CH3:14])[CH3:13])[CH2:6][CH:5]1[CH2:7][OH:8].I[CH3:16]. The catalyst is CN1C(=O)CCC1. The product is [CH3:16][O:8][CH2:7][CH:5]1[CH2:6][C:4]1([CH3:3])[CH2:9][CH2:10][CH:11]=[C:12]([CH3:14])[CH3:13]. The yield is 0.620. (5) The reactants are [C:1]([N:4]1[CH2:9][CH2:8][N:7]([C:10]2[N:11]=[C:12]([N:23]3[CH2:27][CH2:26][CH2:25][C@@H:24]3[C:28]3[CH:33]=[CH:32][C:31]([OH:34])=[C:30]([F:35])[CH:29]=3)[C:13]3[CH2:18][N:17]([CH:19]([CH3:21])[CH3:20])[C:16](=[O:22])[C:14]=3[N:15]=2)[CH2:6][CH2:5]1)(=[O:3])[CH3:2].C([O-])([O-])=O.[K+].[K+].I[CH2:43][CH3:44].O. The catalyst is CN(C=O)C. The product is [C:1]([N:4]1[CH2:9][CH2:8][N:7]([C:10]2[N:11]=[C:12]([N:23]3[CH2:27][CH2:26][CH2:25][C@@H:24]3[C:28]3[CH:33]=[CH:32][C:31]([O:34][CH2:43][CH3:44])=[C:30]([F:35])[CH:29]=3)[C:13]3[CH2:18][N:17]([CH:19]([CH3:21])[CH3:20])[C:16](=[O:22])[C:14]=3[N:15]=2)[CH2:6][CH2:5]1)(=[O:3])[CH3:2]. The yield is 0.406. (6) The reactants are [NH2:1][C@@H:2]1[CH2:7][CH2:6][CH2:5][CH2:4][C@@H:3]1[NH:8][C:9](=[O:15])[O:10][C:11]([CH3:14])([CH3:13])[CH3:12].[Cl:16][C:17]1[C:22]2[C:23](=[O:33])[N:24]([C:26]([O:28][C:29]([CH3:32])([CH3:31])[CH3:30])=[O:27])[CH2:25][C:21]=2[C:20]([F:34])=[C:19](Cl)[N:18]=1.CC(O)C.CCN(C(C)C)C(C)C. The catalyst is CS(C)=O. The product is [C:11]([O:10][C:9]([NH:8][C@H:3]1[CH2:4][CH2:5][CH2:6][CH2:7][C@H:2]1[NH:1][C:19]1[N:18]=[C:17]([Cl:16])[C:22]2[C:23](=[O:33])[N:24]([C:26]([O:28][C:29]([CH3:30])([CH3:31])[CH3:32])=[O:27])[CH2:25][C:21]=2[C:20]=1[F:34])=[O:15])([CH3:12])([CH3:14])[CH3:13]. The yield is 0.724. (7) The reactants are C(NC(C)C)(C)C.[Li][CH2:9][CH2:10][CH2:11][CH3:12].[C:13]([N:20]1[CH2:25][CH2:24][CH:23]([C:26]([O:28][CH2:29][CH3:30])=[O:27])[CH2:22][CH2:21]1)([O:15][C:16]([CH3:19])([CH3:18])[CH3:17])=[O:14]. The catalyst is C1COCC1. The product is [CH2:29]([O:28][C:26]([C:23]1([CH2:12][CH2:11][CH:10]=[CH2:9])[CH2:24][CH2:25][N:20]([C:13]([O:15][C:16]([CH3:19])([CH3:18])[CH3:17])=[O:14])[CH2:21][CH2:22]1)=[O:27])[CH3:30]. The yield is 0.760. (8) The reactants are O[CH2:2][CH2:3][CH2:4][C:5]1[CH:10]=[CH:9][C:8]([OH:11])=[CH:7][CH:6]=1.[BrH:12]. The catalyst is O. The product is [Br:12][CH2:2][CH2:3][CH2:4][C:5]1[CH:10]=[CH:9][C:8]([OH:11])=[CH:7][CH:6]=1. The yield is 0.920.